This data is from Catalyst prediction with 721,799 reactions and 888 catalyst types from USPTO. The task is: Predict which catalyst facilitates the given reaction. Reactant: [CH3:1][C:2]([CH3:16])([CH3:15])[CH:3](O)[CH2:4][C:5]1[CH:10]=[CH:9][CH:8]=[CH:7][C:6]=1[N+:11]([O-:13])=[O:12].S(Cl)(Cl)=O. Product: [CH3:1][C:2]([CH3:16])([CH3:15])[CH:3]=[CH:4][C:5]1[CH:10]=[CH:9][CH:8]=[CH:7][C:6]=1[N+:11]([O-:13])=[O:12]. The catalyst class is: 11.